From a dataset of Full USPTO retrosynthesis dataset with 1.9M reactions from patents (1976-2016). Predict the reactants needed to synthesize the given product. Given the product [Br:13][CH2:12][CH2:11][CH2:10][C:8]1[S:9][C:5]2[CH:4]=[C:3]([C:17]([F:32])([F:31])[F:16])[CH:2]=[CH:15][C:6]=2[CH:7]=1, predict the reactants needed to synthesize it. The reactants are: Br[C:2]1[CH:3]=[CH:4][C:5]2[S:9][C:8]([CH2:10][CH2:11][CH2:12][Br:13])=[C:7](C)[C:6]=2[CH:15]=1.[F:16][C:17]([F:32])([F:31])C1C=CC2C=C(CCCO)SC=2C=1.